The task is: Regression. Given a peptide amino acid sequence and an MHC pseudo amino acid sequence, predict their binding affinity value. This is MHC class I binding data.. This data is from Peptide-MHC class I binding affinity with 185,985 pairs from IEDB/IMGT. The peptide sequence is PRFGSCYFL. The MHC is HLA-B15:09 with pseudo-sequence HLA-B15:09. The binding affinity (normalized) is 0.0847.